From a dataset of Forward reaction prediction with 1.9M reactions from USPTO patents (1976-2016). Predict the product of the given reaction. (1) Given the reactants [CH3:1][O:2][C:3]1[CH:8]=[CH:7][CH:6]=[CH:5][C:4]=1[CH:9]([O:11][C:12](=[O:27])[NH:13][C:14]1[C:15]([CH3:26])=[N:16][O:17][C:18]=1[C:19]1[CH:24]=[CH:23][C:22](Br)=[CH:21][CH:20]=1)[CH3:10].[CH2:28]([O:30][C:31]([C:33]1([C:36]2[CH:41]=[CH:40][C:39](B3OC(C)(C)C(C)(C)O3)=[CH:38][CH:37]=2)[CH2:35][CH2:34]1)=[O:32])[CH3:29], predict the reaction product. The product is: [CH2:28]([O:30][C:31]([C:33]1([C:36]2[CH:41]=[CH:40][C:39]([C:22]3[CH:23]=[CH:24][C:19]([C:18]4[O:17][N:16]=[C:15]([CH3:26])[C:14]=4[NH:13][C:12]([O:11][CH:9]([C:4]4[CH:5]=[CH:6][CH:7]=[CH:8][C:3]=4[O:2][CH3:1])[CH3:10])=[O:27])=[CH:20][CH:21]=3)=[CH:38][CH:37]=2)[CH2:34][CH2:35]1)=[O:32])[CH3:29]. (2) Given the reactants [NH:1]([C:5]1[CH:57]=[CH:56][C:8]([C:9]([O:11][C:12]2[CH:17]=[CH:16][C:15]([CH:18]3[CH2:23][CH2:22][N:21]([C:24](=[O:34])[CH2:25][CH2:26][C:27]([O:29]C(C)(C)C)=[O:28])[CH2:20][CH2:19]3)=[C:14]([C:35]3[CH2:39][C:38]([CH2:48][C:49]([O:51]C(C)(C)C)=[O:50])([CH2:40][C:41](=[O:47])[O:42]C(C)(C)C)[O:37][N:36]=3)[CH:13]=2)=[O:10])=[CH:7][CH:6]=1)[C:2]([NH2:4])=[NH:3].[C:58]([OH:64])([C:60]([F:63])([F:62])[F:61])=[O:59], predict the reaction product. The product is: [F:61][C:60]([F:63])([F:62])[C:58]([OH:64])=[O:59].[C:49]([CH2:48][C:38]1([CH2:40][C:41]([OH:47])=[O:42])[O:37][N:36]=[C:35]([C:14]2[CH:13]=[C:12]([O:11][C:9](=[O:10])[C:8]3[CH:7]=[CH:6][C:5]([NH:1][C:2]([NH2:4])=[NH:3])=[CH:57][CH:56]=3)[CH:17]=[CH:16][C:15]=2[CH:18]2[CH2:19][CH2:20][N:21]([C:24](=[O:34])[CH2:25][CH2:26][C:27]([OH:29])=[O:28])[CH2:22][CH2:23]2)[CH2:39]1)([OH:51])=[O:50]. (3) The product is: [C:3]([O:7][C:8]([N:10]1[CH2:15][CH2:14][N:13]([C:16]2[C:25]3[C:20](=[CH:21][N:22]=[CH:23][CH:24]=3)[C:19]([Br:1])=[C:18]([C:26]3[CH:31]=[CH:30][N:29]=[C:28]([Cl:32])[CH:27]=3)[N:17]=2)[CH2:12][CH2:11]1)=[O:9])([CH3:6])([CH3:4])[CH3:5]. Given the reactants [Br:1]Br.[C:3]([O:7][C:8]([N:10]1[CH2:15][CH2:14][N:13]([C:16]2[C:25]3[C:20](=[CH:21][N:22]=[CH:23][CH:24]=3)[CH:19]=[C:18]([C:26]3[CH:31]=[CH:30][N:29]=[C:28]([Cl:32])[CH:27]=3)[N:17]=2)[CH2:12][CH2:11]1)=[O:9])([CH3:6])([CH3:5])[CH3:4], predict the reaction product. (4) Given the reactants Cl[C:2]1[C:3]2[NH:10][CH:9]=[CH:8][C:4]=2[N:5]=[CH:6][N:7]=1.[O:11]([C:18]1[CH:23]=[CH:22][C:21]([OH:24])=[CH:20][CH:19]=1)[C:12]1[CH:17]=[CH:16][CH:15]=[CH:14][CH:13]=1.C(O[C:30](=[O:36])[NH:31][CH2:32][CH2:33][CH2:34]I)(C)(C)C.[C:37](O)(=O)[CH:38]=C, predict the reaction product. The product is: [O:11]([C:18]1[CH:19]=[CH:20][C:21]([O:24][C:2]2[C:3]3[N:10]([CH2:34][CH2:33][CH2:32][NH:31][C:30](=[O:36])[CH:37]=[CH2:38])[CH:9]=[CH:8][C:4]=3[N:5]=[CH:6][N:7]=2)=[CH:22][CH:23]=1)[C:12]1[CH:17]=[CH:16][CH:15]=[CH:14][CH:13]=1. (5) Given the reactants [C:1]([C:3]1[CH:28]=[CH:27][C:6]([CH2:7][C@@:8]23[CH2:15][C@H:14]([NH2:16])[CH2:13][N:12]2[C:11](=[O:17])[N:10]([C:18]2[CH:23]=[C:22]([Cl:24])[CH:21]=[C:20]([Cl:25])[CH:19]=2)[C:9]3=[O:26])=[CH:5][CH:4]=1)#[N:2].[C:29](OC(=O)C)(=[O:31])[CH3:30], predict the reaction product. The product is: [C:1]([C:3]1[CH:4]=[CH:5][C:6]([CH2:7][C@@:8]23[CH2:15][C@H:14]([NH:16][C:29](=[O:31])[CH3:30])[CH2:13][N:12]2[C:11](=[O:17])[N:10]([C:18]2[CH:23]=[C:22]([Cl:24])[CH:21]=[C:20]([Cl:25])[CH:19]=2)[C:9]3=[O:26])=[CH:27][CH:28]=1)#[N:2]. (6) Given the reactants [CH3:1][O:2][C:3](=[O:15])[C:4]1[CH:9]=[CH:8][C:7]([NH:10][CH3:11])=[C:6]([N+:12]([O-])=O)[CH:5]=1.Cl, predict the reaction product. The product is: [CH3:1][O:2][C:3](=[O:15])[C:4]1[CH:9]=[CH:8][C:7]([NH:10][CH3:11])=[C:6]([NH2:12])[CH:5]=1. (7) Given the reactants Cl[C:2]([O:4][CH2:5][CH2:6][CH2:7][CH2:8][CH2:9][CH3:10])=[O:3].[NH2:11][C:12]1[CH:13]=[C:14]([NH:32]C(=O)OCC2C=CC=CC=2)[CH:15]=[N:16][C:17]=1[S:18](=[O:31])(=[O:30])[NH:19][C:20]1[CH:21]=[CH:22][C:23]2[CH2:27][O:26][B:25]([OH:28])[C:24]=2[CH:29]=1, predict the reaction product. The product is: [NH2:32][C:14]1[CH:13]=[C:12]([NH:11][C:2](=[O:3])[O:4][CH2:5][CH2:6][CH2:7][CH2:8][CH2:9][CH3:10])[C:17]([S:18](=[O:30])(=[O:31])[NH:19][C:20]2[CH:21]=[CH:22][C:23]3[CH2:27][O:26][B:25]([OH:28])[C:24]=3[CH:29]=2)=[N:16][CH:15]=1. (8) Given the reactants S=[C:2]1[CH2:6][S:5][C:4](=[O:7])[NH:3]1.C(O)C.[CH2:11]([NH2:13])[CH3:12], predict the reaction product. The product is: [CH2:11]([NH:13][C:2]1[CH2:6][S:5][C:4](=[O:7])[N:3]=1)[CH3:12].